This data is from Catalyst prediction with 721,799 reactions and 888 catalyst types from USPTO. The task is: Predict which catalyst facilitates the given reaction. (1) Reactant: C([O-])(=O)C.[Na+].Cl.[CH:7]([NH:10][NH2:11])([CH3:9])[CH3:8].[CH:12](=O)[C:13]1[CH:18]=[CH:17][CH:16]=[CH:15][CH:14]=1. Product: [CH:12](=[N:11][NH:10][CH:7]([CH3:9])[CH3:8])[C:13]1[CH:18]=[CH:17][CH:16]=[CH:15][CH:14]=1. The catalyst class is: 8. (2) Reactant: Cl[C:2]1[N:14]=[C:13]([C:15]2[CH:20]=[CH:19][C:18]([CH3:21])=[C:17]([F:22])[CH:16]=2)[CH:12]=[CH:11][C:3]=1[C:4]([O:6][C:7]([CH3:10])([CH3:9])[CH3:8])=[O:5].[Br:23][C:24]1[CH:29]=[CH:28][C:27]([OH:30])=[C:26]([F:31])[CH:25]=1.C(=O)([O-])[O-].[K+].[K+]. Product: [Br:23][C:24]1[CH:29]=[CH:28][C:27]([O:30][C:2]2[N:14]=[C:13]([C:15]3[CH:20]=[CH:19][C:18]([CH3:21])=[C:17]([F:22])[CH:16]=3)[CH:12]=[CH:11][C:3]=2[C:4]([O:6][C:7]([CH3:10])([CH3:9])[CH3:8])=[O:5])=[C:26]([F:31])[CH:25]=1. The catalyst class is: 3. (3) The catalyst class is: 129. Reactant: [C:1]([O:5][C:6]([N:8]1[CH2:13][CH2:12][C:11]([N:15]2[CH2:20][CH:19]=[C:18]([C:21]([O:23][CH3:24])=[O:22])[CH2:17][CH2:16]2)([CH3:14])[CH2:10][CH2:9]1)=[O:7])([CH3:4])([CH3:3])[CH3:2]. Product: [CH3:14][C:11]1([N:15]2[CH2:20][CH2:19][CH:18]([C:21]([O:23][CH3:24])=[O:22])[CH2:17][CH2:16]2)[CH2:12][CH2:13][N:8]([C:6]([O:5][C:1]([CH3:2])([CH3:3])[CH3:4])=[O:7])[CH2:9][CH2:10]1. (4) Reactant: S(=O)(=O)(O)O.[Cl:6][C:7]1[N:8]=[N:9][C:10]([Cl:13])=[CH:11][CH:12]=1.[CH:14]1(C(O)=O)[CH2:17][CH2:16][CH2:15]1.S(OOS([O-])(=O)=O)([O-])(=O)=O.[NH4+].[NH4+].N. Product: [Cl:6][C:7]1[N:8]=[N:9][C:10]([Cl:13])=[CH:11][C:12]=1[CH:14]1[CH2:17][CH2:16][CH2:15]1. The catalyst class is: 716. (5) The catalyst class is: 3. Product: [Br:29][CH2:2][CH2:3][O:4][C:5]1[C:10]([CH3:11])=[CH:9][C:8]([C:12]2[NH:13][C:14](=[O:26])[C:15]3[C:21]([O:22][CH3:23])=[CH:20][C:19]([O:24][CH3:25])=[N:18][C:16]=3[N:17]=2)=[CH:7][C:6]=1[CH3:27]. Reactant: O[CH2:2][CH2:3][O:4][C:5]1[C:10]([CH3:11])=[CH:9][C:8]([C:12]2[NH:13][C:14](=[O:26])[C:15]3[C:21]([O:22][CH3:23])=[CH:20][C:19]([O:24][CH3:25])=[N:18][C:16]=3[N:17]=2)=[CH:7][C:6]=1[CH3:27].C(Br)(Br)(Br)[Br:29].C1(P(C2C=CC=CC=2)C2C=CC=CC=2)C=CC=CC=1. (6) Reactant: [Br:1][C:2]1[CH:3]=[C:4]([C:12](=[CH:18][CH:19]2[CH2:24][CH2:23][O:22][CH2:21][CH2:20]2)[C:13]([O:15][CH2:16][CH3:17])=[O:14])[CH:5]=[CH:6][C:7]=1SC1CC1.ClC1C=CC=[C:28]([C:32](OO)=O)[CH:27]=1.C(=O)([O-])O.[Na+].[S:41]([O-:44])([O-])=[O:42].[Na+].[Na+]. Product: [Br:1][C:2]1[CH:3]=[C:4]([C:12](=[CH:18][CH:19]2[CH2:20][CH2:21][O:22][CH2:23][CH2:24]2)[C:13]([O:15][CH2:16][CH3:17])=[O:14])[CH:5]=[CH:6][C:7]=1[S:41]([CH:32]1[CH2:28][CH2:27]1)(=[O:44])=[O:42]. The catalyst class is: 4.